From a dataset of Full USPTO retrosynthesis dataset with 1.9M reactions from patents (1976-2016). Predict the reactants needed to synthesize the given product. (1) Given the product [C:1]([O:5][C:6](=[O:13])[N:7]([CH2:19][C:18]1[CH:21]=[CH:22][C:15]([Cl:14])=[CH:16][CH:17]=1)[N:8]1[CH:12]=[CH:11][CH:10]=[CH:9]1)([CH3:4])([CH3:2])[CH3:3], predict the reactants needed to synthesize it. The reactants are: [C:1]([O:5][C:6](=[O:13])[NH:7][N:8]1[CH:12]=[CH:11][CH:10]=[CH:9]1)([CH3:4])([CH3:3])[CH3:2].[Cl:14][C:15]1[CH:22]=[CH:21][C:18]([CH2:19]Cl)=[CH:17][CH:16]=1.[H-].[Na+]. (2) Given the product [CH3:17][C:11]1([C:14]([OH:16])=[O:15])[CH2:12][CH2:13][NH:8][CH2:9][CH2:10]1, predict the reactants needed to synthesize it. The reactants are: C(OC([N:8]1[CH2:13][CH2:12][C:11]([CH3:17])([C:14]([OH:16])=[O:15])[CH2:10][CH2:9]1)=O)(C)(C)C.Cl. (3) Given the product [NH:1]1[C:2]2[C:3](=[CH:4][C:5]([C:6]([O:8][CH3:9])=[O:7])=[CH:10][CH:11]=2)[CH:12]=[N:13]1, predict the reactants needed to synthesize it. The reactants are: [NH2:1][C:2]1[CH:11]=[CH:10][C:5]([C:6]([O:8][CH3:9])=[O:7])=[CH:4][C:3]=1[CH3:12].[N:13]([O-])=O.[Na+].CC([O-])=O.[K+]. (4) Given the product [CH2:1]([C:3]1[N:7]([C:8]2[N:16]=[C:15]3[C:11]([N:12]=[C:13]([C:18]4([O:22][CH3:23])[CH2:21][N:20]([CH2:39][CH2:38][S:35]([CH3:34])(=[O:37])=[O:36])[CH2:19]4)[N:14]3[CH3:17])=[C:10]([N:24]3[CH2:29][CH2:28][O:27][CH2:26][CH2:25]3)[N:9]=2)[C:6]2[CH:30]=[CH:31][CH:32]=[CH:33][C:5]=2[N:4]=1)[CH3:2], predict the reactants needed to synthesize it. The reactants are: [CH2:1]([C:3]1[N:7]([C:8]2[N:16]=[C:15]3[C:11]([N:12]=[C:13]([C:18]4([O:22][CH3:23])[CH2:21][NH:20][CH2:19]4)[N:14]3[CH3:17])=[C:10]([N:24]3[CH2:29][CH2:28][O:27][CH2:26][CH2:25]3)[N:9]=2)[C:6]2[CH:30]=[CH:31][CH:32]=[CH:33][C:5]=2[N:4]=1)[CH3:2].[CH3:34][S:35]([CH:38]=[CH2:39])(=[O:37])=[O:36]. (5) Given the product [BrH:11].[Br:11][CH2:8][C:7]1[C:2]([Cl:1])=[CH:3][N:4]=[CH:5][C:6]=1[Cl:10], predict the reactants needed to synthesize it. The reactants are: [Cl:1][C:2]1[CH:3]=[N:4][CH:5]=[C:6]([Cl:10])[C:7]=1[CH2:8]O.[Br:11]P(Br)Br.